This data is from Forward reaction prediction with 1.9M reactions from USPTO patents (1976-2016). The task is: Predict the product of the given reaction. (1) Given the reactants [CH2:1]([O:4][C:5]([NH:7][C:8]1([C:11]2[CH:19]=[CH:18][C:14]([C:15]([OH:17])=O)=[CH:13][CH:12]=2)[CH2:10][CH2:9]1)=[O:6])[CH:2]=[CH2:3].CN(C(ON1N=NC2C=CC=CC1=2)=[N+](C)C)C.[B-](F)(F)(F)F.[O:42]1[C:50]2[C:45](=[CH:46][CH:47]=[CH:48][CH:49]=2)[CH2:44][C:43]1=[O:51].[H-].[Na+], predict the reaction product. The product is: [CH2:1]([O:4][C:5](=[O:6])[NH:7][C:8]1([C:11]2[CH:12]=[CH:13][C:14]([C:15]([OH:17])=[C:44]3[C:45]4[CH:46]=[CH:47][CH:48]=[CH:49][C:50]=4[O:42][C:43]3=[O:51])=[CH:18][CH:19]=2)[CH2:9][CH2:10]1)[CH:2]=[CH2:3]. (2) Given the reactants [CH2:1]([O:3][C:4]([N:6]1[C:15]2[C:10](=[N:11][C:12]([O:16][CH3:17])=[CH:13][CH:14]=2)[C@@H:9]([NH:18][C:19]2[N:24]=[C:23]([CH2:25][C:26]3[CH:31]=[C:30]([C:32]([F:35])([F:34])[F:33])[CH:29]=[C:28]([C:36]([F:39])([F:38])[F:37])[CH:27]=3)[C:22]([OH:40])=[CH:21][N:20]=2)[CH2:8][C@H:7]1[CH2:41][CH3:42])=[O:5])[CH3:2].[N:43]1[CH:48]=[CH:47][CH:46]=[N:45][C:44]=1[CH2:49]O.C1(P(C2C=CC=CC=2)C2C=CC=CC=2)C=CC=CC=1.N(C(OCC)=O)=NC(OCC)=O.C1(C)C=CC=CC=1, predict the reaction product. The product is: [CH2:1]([O:3][C:4]([N:6]1[C:15]2[C:10](=[N:11][C:12]([O:16][CH3:17])=[CH:13][CH:14]=2)[C@@H:9]([NH:18][C:19]2[N:24]=[C:23]([CH2:25][C:26]3[CH:31]=[C:30]([C:32]([F:35])([F:34])[F:33])[CH:29]=[C:28]([C:36]([F:38])([F:39])[F:37])[CH:27]=3)[C:22]([O:40][CH2:49][C:44]3[N:45]=[CH:46][CH:47]=[CH:48][N:43]=3)=[CH:21][N:20]=2)[CH2:8][C@H:7]1[CH2:41][CH3:42])=[O:5])[CH3:2]. (3) Given the reactants [C:1]([C:4]1[CH:5]=[N:6][CH:7]=[CH:8][C:9]=1[CH2:10][CH:11]1[CH2:20][CH2:19][C:18]2[C:13](=[CH:14][CH:15]=[C:16]([O:21][CH3:22])[CH:17]=2)[C:12]1=[O:23])(=[O:3])[CH3:2].[Cl:24][C:25]1[CH:32]=[CH:31][CH:30]=[CH:29][C:26]=1[CH2:27][Br:28], predict the reaction product. The product is: [Br-:28].[C:1]([C:4]1[CH:5]=[N+:6]([CH2:27][C:26]2[CH:29]=[CH:30][CH:31]=[CH:32][C:25]=2[Cl:24])[CH:7]=[CH:8][C:9]=1[CH2:10][CH:11]1[CH2:20][CH2:19][C:18]2[C:13](=[CH:14][CH:15]=[C:16]([O:21][CH3:22])[CH:17]=2)[C:12]1=[O:23])(=[O:3])[CH3:2].